Predict the reaction yield, written as a fraction of the theoretical maximum amount of product (1.0 means a 100% yield; for example, 0.34 means a 34% yield). From a dataset of Reaction yield outcomes from USPTO patents with 853,638 reactions. The catalyst is C(#N)C. The reactants are C([O:4][P:5]([CH2:11][O:12][CH2:13][C:14]([CH2:37][CH3:38])=[CH:15][CH2:16][C:17]1[C:18]([O:30]CC[Si](C)(C)C)=[C:19]2[C:23](=[C:24]([CH3:28])[C:25]=1[O:26][CH3:27])[CH2:22][O:21][C:20]2=[O:29])(=[O:10])[O:6]C(C)C)(C)C.N1C(C)=CC=CC=1C.Br[Si](C)(C)C. The yield is 0.700. The product is [CH2:37]([C:14](=[CH:15][CH2:16][C:17]1[C:18]([OH:30])=[C:19]2[C:23](=[C:24]([CH3:28])[C:25]=1[O:26][CH3:27])[CH2:22][O:21][C:20]2=[O:29])[CH2:13][O:12][CH2:11][P:5](=[O:4])([OH:6])[OH:10])[CH3:38].